This data is from Full USPTO retrosynthesis dataset with 1.9M reactions from patents (1976-2016). The task is: Predict the reactants needed to synthesize the given product. (1) Given the product [ClH:32].[NH2:21][CH:16]1[CH2:15][C:14]2[N:13]=[CH:12][C:11]([N:10]3[C:9](=[O:29])[CH:8]=[N:7][C:6]4[N:30]=[CH:31][C:3]([O:2][CH3:1])=[CH:4][C:5]3=4)=[CH:20][C:19]=2[CH2:18][CH2:17]1, predict the reactants needed to synthesize it. The reactants are: [CH3:1][O:2][C:3]1[CH:31]=[N:30][C:6]2[N:7]=[CH:8][C:9](=[O:29])[N:10]([C:11]3[CH:12]=[N:13][C:14]4[CH2:15][CH:16]([NH:21]C(=O)OC(C)(C)C)[CH2:17][CH2:18][C:19]=4[CH:20]=3)[C:5]=2[CH:4]=1.[ClH:32]. (2) Given the product [CH3:23][C:10]1[C:11]2[CH:16]=[CH:15][C:14]([OH:35])=[C:13]([CH2:36][N:37]([CH2:42][C:43]([OH:45])=[O:44])[CH2:38][C:39]([OH:41])=[O:40])[C:12]=2[O:75][C:73](=[O:74])[CH:72]=1, predict the reactants needed to synthesize it. The reactants are: C1C=C2C(O[C:10]3([C:23]4C(=CC(O)=C(CN(CC(O)=O)CC(O)=O)C=4)O[C:16]4[C:11]3=[CH:12][C:13]([CH2:36][N:37]([CH2:42][C:43]([OH:45])=[O:44])[CH2:38][C:39]([OH:41])=[O:40])=[C:14]([OH:35])[CH:15]=4)C2=CC=1)=O.CC1C=C(C2(C3C=C(CN([CH2:72][C:73]([OH:75])=[O:74])[CH2:72][C:73]([OH:75])=[O:74])C(O)=C(C)C=3)OS(=O)(=O)C3C2=CC=CC=3)C=C(CN([CH2:72][C:73]([OH:75])=[O:74])[CH2:72][C:73]([OH:75])=[O:74])C=1O. (3) Given the product [CH:2]1([NH:8][C:9]2[C:14]([CH3:15])=[C:13]([CH3:16])[N:12]=[C:11]([NH:31][CH2:30][C:29]3[CH:32]=[CH:33][CH:34]=[C:27]([O:26][CH3:25])[CH:28]=3)[N:10]=2)[CH2:3][CH2:4][CH2:5][CH2:6][CH2:7]1, predict the reactants needed to synthesize it. The reactants are: Cl.[CH:2]1([NH:8][C:9]2[C:14]([CH3:15])=[C:13]([CH3:16])[N:12]=[C:11](NCC3C=CC=CN=3)[N:10]=2)[CH2:7][CH2:6][CH2:5][CH2:4][CH2:3]1.[CH3:25][O:26][C:27]1[CH:28]=[C:29]([CH:32]=[CH:33][CH:34]=1)[CH2:30][NH2:31]. (4) Given the product [CH2:1]([C:2]1[CH:14]=[CH:15][CH:16]=[CH:11][N:12]=1)[C:3]1[CH:9]=[CH:8][CH:7]=[CH:6][CH:4]=1, predict the reactants needed to synthesize it. The reactants are: [CH2:1]([C:3]1[CH:9]=[CH:8][CH:7]=[CH:6][C:4]=1N)[CH3:2].Br[C:11]1[CH:16]=[CH:15][CH:14]=C[N:12]=1.CC(C)([O-])C.[Na+]. (5) Given the product [F:27][CH2:2][C:3]1[N:7]([CH:8]2[C:17]3[C:12](=[CH:13][CH:14]=[CH:15][CH:16]=3)[C:11](=[O:18])[O:10][C:9]2([CH3:20])[CH3:19])[CH:6]=[N:5][CH:4]=1, predict the reactants needed to synthesize it. The reactants are: O[CH2:2][C:3]1[N:7]([CH:8]2[C:17]3[C:12](=[CH:13][CH:14]=[CH:15][CH:16]=3)[C:11](=[O:18])[O:10][C:9]2([CH3:20])[CH3:19])[CH:6]=[N:5][CH:4]=1.CCN(S(F)(F)[F:27])CC. (6) Given the product [ClH:63].[OH:8][CH2:9][C:10]([NH:13][C:14]([C:16]1[C:20]2=[N:21][C:22]([C:25]3[C:33]4[C:28](=[CH:29][C:30]([CH3:34])=[CH:31][CH:32]=4)[N:27]([CH2:35][CH2:36][CH2:37][N:38]4[CH2:39][CH2:40][O:41][CH2:42][CH2:43]4)[N:26]=3)=[CH:23][N:24]=[C:19]2[NH:18][CH:17]=1)=[O:15])([CH3:12])[CH3:11], predict the reactants needed to synthesize it. The reactants are: [Si]([O:8][CH2:9][C:10]([NH:13][C:14]([C:16]1[C:20]2=[N:21][C:22]([C:25]3[C:33]4[C:28](=[CH:29][C:30]([CH3:34])=[CH:31][CH:32]=4)[N:27]([CH2:35][CH2:36][CH2:37][N:38]4[CH2:43][CH2:42][O:41][CH2:40][CH2:39]4)[N:26]=3)=[CH:23][N:24]=[C:19]2[N:18](C(C2C=CC=CC=2)(C2C=CC=CC=2)C2C=CC=CC=2)[CH:17]=1)=[O:15])([CH3:12])[CH3:11])(C(C)(C)C)(C)C.[ClH:63]. (7) Given the product [F:30][C:29]1[CH:28]=[CH:27][CH:26]=[C:25]([F:31])[C:24]=1[C:7]1[NH:6][C:10]2=[N:11][CH:12]=[C:13]([C:37]3[N:33]([CH3:32])[N:34]=[C:35]([C:46]([F:49])([F:48])[F:47])[CH:36]=3)[CH:14]=[C:9]2[CH:8]=1, predict the reactants needed to synthesize it. The reactants are: C(OC([N:6]1[C:10]2=[N:11][CH:12]=[C:13](B3OC(C)(C)C(C)(C)O3)[CH:14]=[C:9]2[CH:8]=[C:7]1[C:24]1[C:29]([F:30])=[CH:28][CH:27]=[CH:26][C:25]=1[F:31])=O)C.[CH3:32][N:33]1[C:37](OS(C(F)(F)F)(=O)=O)=[CH:36][C:35]([C:46]([F:49])([F:48])[F:47])=[N:34]1. (8) Given the product [C:29]1(/[C:22](=[N:21]/[O:20][CH2:19][C:18]2[CH:35]=[CH:36][C:15]([O:14][CH2:2][C:3]3[CH:7]=[C:6]([C:8]4[CH:13]=[CH:12][CH:11]=[CH:10][CH:9]=4)[O:5][N:4]=3)=[CH:16][CH:17]=2)/[CH2:23][CH2:24][C:25]([O:27][CH3:28])=[O:26])[CH:30]=[CH:31][CH:32]=[CH:33][CH:34]=1, predict the reactants needed to synthesize it. The reactants are: Cl[CH2:2][C:3]1[CH:7]=[C:6]([C:8]2[CH:13]=[CH:12][CH:11]=[CH:10][CH:9]=2)[O:5][N:4]=1.[OH:14][C:15]1[CH:36]=[CH:35][C:18]([CH2:19][O:20]/[N:21]=[C:22](/[C:29]2[CH:34]=[CH:33][CH:32]=[CH:31][CH:30]=2)\[CH2:23][CH2:24][C:25]([O:27][CH3:28])=[O:26])=[CH:17][CH:16]=1.C(=O)([O-])[O-].[K+].[K+].CN(C)C=O. (9) Given the product [C:6]([O:10][C:11](=[O:26])[NH:12][C@H:13]1[C@H:19]([CH3:20])[N:18]([C:34](=[O:35])[C:33]2[CH:32]=[CH:31][C:30]([C:27](=[O:29])[CH3:28])=[CH:38][CH:37]=2)[C:17]2[CH:21]=[CH:22][CH:23]=[CH:24][C:16]=2[NH:15][C:14]1=[O:25])([CH3:7])([CH3:8])[CH3:9], predict the reactants needed to synthesize it. The reactants are: P(Cl)(Cl)(Cl)=O.[C:6]([O:10][C:11](=[O:26])[NH:12][C@H:13]1[C@H:19]([CH3:20])[NH:18][C:17]2[CH:21]=[CH:22][CH:23]=[CH:24][C:16]=2[NH:15][C:14]1=[O:25])([CH3:9])([CH3:8])[CH3:7].[C:27]([C:30]1[CH:38]=[CH:37][C:33]([C:34](O)=[O:35])=[CH:32][CH:31]=1)(=[O:29])[CH3:28]. (10) Given the product [Cl:1][C:2]1[N:7]=[CH:6][C:5]2[N:8]=[C:9]([CH2:11][O:12][C:13](=[O:15])[CH3:14])[N:16]([C@@H:17]([CH3:22])[C:18]([F:21])([F:20])[F:19])[C:4]=2[CH:3]=1, predict the reactants needed to synthesize it. The reactants are: [Cl:1][C:2]1[N:7]=[CH:6][C:5]([NH:8][C:9]([CH2:11][O:12][C:13](=[O:15])[CH3:14])=O)=[C:4]([NH:16][C@@H:17]([CH3:22])[C:18]([F:21])([F:20])[F:19])[CH:3]=1.C(O)(=O)C.